This data is from Forward reaction prediction with 1.9M reactions from USPTO patents (1976-2016). The task is: Predict the product of the given reaction. (1) Given the reactants CC(OC([N:8](C(OC(C)(C)C)=O)[C:9]([C:11]1[CH:12]=[C:13]([OH:38])[CH:14]=[C:15]2[C:19]=1[N:18](C(OC(C)(C)C)=O)[CH:17]=[C:16]2[CH:27]1[CH2:32][CH2:31][N:30]([S:33]([CH2:36][CH3:37])(=[O:35])=[O:34])[CH2:29][CH2:28]1)=[O:10])=O)(C)C.[CH:46]1([CH2:49]Br)[CH2:48][CH2:47]1.[OH-].[Na+].C(O)(C(F)(F)F)=O, predict the reaction product. The product is: [CH:46]1([CH2:49][O:38][C:13]2[CH:14]=[C:15]3[C:19](=[C:11]([C:9]([NH2:8])=[O:10])[CH:12]=2)[NH:18][CH:17]=[C:16]3[CH:27]2[CH2:32][CH2:31][N:30]([S:33]([CH2:36][CH3:37])(=[O:34])=[O:35])[CH2:29][CH2:28]2)[CH2:48][CH2:47]1. (2) Given the reactants [F:1][C:2]1[CH:3]=[C:4]2[C:8](=[C:9](I)[CH:10]=1)[C:7](=[O:12])[N:6]([CH2:13][C:14]1[CH:19]=[CH:18][C:17]([O:20][C:21]([F:24])([F:23])[F:22])=[CH:16][CH:15]=1)[CH2:5]2.[C-:25]#[N:26].[Na+], predict the reaction product. The product is: [F:1][C:2]1[CH:10]=[C:9]([C:25]#[N:26])[C:8]2[C:7](=[O:12])[N:6]([CH2:13][C:14]3[CH:19]=[CH:18][C:17]([O:20][C:21]([F:24])([F:23])[F:22])=[CH:16][CH:15]=3)[CH2:5][C:4]=2[CH:3]=1. (3) The product is: [OH:19][C:14]1[CH:15]=[CH:16][CH:17]=[CH:18][C:13]=1[C:4]1[N:3]=[C:2]([N:20]2[CH2:23][CH:22]([C:24]([OH:26])=[O:25])[CH2:21]2)[C:11]2[C:6](=[CH:7][C:8]([CH3:12])=[CH:9][CH:10]=2)[N:5]=1. Given the reactants Cl[C:2]1[C:11]2[C:6](=[CH:7][C:8]([CH3:12])=[CH:9][CH:10]=2)[N:5]=[C:4]([C:13]2[CH:18]=[CH:17][CH:16]=[CH:15][C:14]=2[OH:19])[N:3]=1.[NH:20]1[CH2:23][CH:22]([C:24]([OH:26])=[O:25])[CH2:21]1.C(N(CC)CC)C.Cl, predict the reaction product. (4) Given the reactants [H-].[Na+].[C:3]1([CH3:16])[CH:8]=[CH:7][C:6]([C:9]([NH:11][CH2:12][C:13](=[O:15])[CH3:14])=[O:10])=[CH:5][CH:4]=1.I[CH2:18][CH2:19][CH2:20][CH2:21][CH2:22][C:23]([O:25][CH2:26][CH3:27])=[O:24], predict the reaction product. The product is: [C:13]([CH:12]([NH:11][C:9]([C:6]1[CH:5]=[CH:4][C:3]([CH3:16])=[CH:8][CH:7]=1)=[O:10])[CH2:18][CH2:19][CH2:20][CH2:21][CH2:22][C:23]([O:25][CH2:26][CH3:27])=[O:24])(=[O:15])[CH3:14]. (5) Given the reactants [O:1]=[S:2]1(=[O:28])[C:7]2[CH:8]=[CH:9][CH:10]=[CH:11][C:6]=2[NH:5][C:4]([C:12]2[C:17](=[O:18])[N:16]([N:19]=[CH:20][CH:21](C)[CH3:22])[C:15]3[CH:24]=[CH:25][S:26][C:14]=3[C:13]=2[OH:27])=[N:3]1.CO.[BH4-].[Li+].Cl, predict the reaction product. The product is: [O:28]=[S:2]1(=[O:1])[C:7]2[CH:8]=[CH:9][CH:10]=[CH:11][C:6]=2[NH:5][C:4]([C:12]2[C:17](=[O:18])[N:16]([NH:19][CH2:20][CH2:21][CH3:22])[C:15]3[CH:24]=[CH:25][S:26][C:14]=3[C:13]=2[OH:27])=[N:3]1. (6) Given the reactants Cl[C:2](OC1C=CC([N+]([O-])=O)=CC=1)=[O:3].[NH2:14][C:15]1[CH:20]=[CH:19][C:18]([Cl:21])=[CH:17][N:16]=1.N1C=CC=CC=1.[Cl-].[OH:29][C@H:30]1[CH2:34][NH2+:33][C@@H:32]([C:35](=[O:50])[NH:36][C:37]2[CH:42]=[CH:41][C:40]([N:43]3[CH:48]=[CH:47][CH:46]=[CH:45][C:44]3=[O:49])=[CH:39][CH:38]=2)[CH2:31]1.C(N(C(C)C)C(C)C)C, predict the reaction product. The product is: [Cl:21][C:18]1[CH:19]=[CH:20][C:15]([NH:14][C:2]([N:33]2[CH2:34][C@H:30]([OH:29])[CH2:31][C@@H:32]2[C:35]([NH:36][C:37]2[CH:38]=[CH:39][C:40]([N:43]3[CH:48]=[CH:47][CH:46]=[CH:45][C:44]3=[O:49])=[CH:41][CH:42]=2)=[O:50])=[O:3])=[N:16][CH:17]=1. (7) Given the reactants [C:1]([C:3]1[C:4]([C:20]([F:23])([F:22])[F:21])=[C:5]2[C:9](=[CH:10][CH:11]=1)[N:8]([CH2:12][C:13](=[NH:16])[NH:14][OH:15])[C:7]([CH2:17][CH2:18][CH3:19])=[CH:6]2)#[N:2].[Br:24][C:25]1[CH:33]=[CH:32][C:31]([Cl:34])=[CH:30][C:26]=1[C:27](Cl)=O.C(N(CC)CC)C, predict the reaction product. The product is: [Br:24][C:25]1[CH:33]=[CH:32][C:31]([Cl:34])=[CH:30][C:26]=1[C:27]1[O:15][N:14]=[C:13]([CH2:12][N:8]2[C:9]3[C:5](=[C:4]([C:20]([F:22])([F:23])[F:21])[C:3]([C:1]#[N:2])=[CH:11][CH:10]=3)[CH:6]=[C:7]2[CH2:17][CH2:18][CH3:19])[N:16]=1. (8) Given the reactants B.O1CCCC1.[Br:7][C:8]1[CH:17]=[C:16]2[C:11]([O:12][CH2:13][C:14](=O)[NH:15]2)=[N:10][CH:9]=1, predict the reaction product. The product is: [Br:7][C:8]1[CH:17]=[C:16]2[C:11]([O:12][CH2:13][CH2:14][NH:15]2)=[N:10][CH:9]=1. (9) Given the reactants C([O:3][C:4](=[O:20])[CH:5]=[CH:6][C:7]1[CH:16]=[CH:15][C:14]2[C:9](=[CH:10][CH:11]=[C:12]([OH:19])[C:13]=2[CH:17]=[O:18])[CH:8]=1)C, predict the reaction product. The product is: [CH:17]([C:13]1[C:12]([OH:19])=[CH:11][CH:10]=[C:9]2[C:14]=1[CH:15]=[CH:16][C:7]([CH:6]=[CH:5][C:4]([OH:20])=[O:3])=[CH:8]2)=[O:18]. (10) Given the reactants [Cl:1][C:2]1[CH:7]=[C:6](Cl)[CH:5]=[CH:4][C:3]=1[NH:9][C:10](=[O:19])[C:11]1[CH:16]=[C:15]([Cl:17])[CH:14]=[CH:13][C:12]=1[OH:18].ClC1C=C(C(O)=O)C(O)=CC=1.[NH2:31][C:32]1C=C(C=CC=1Cl)C#N.P(Cl)(Cl)Cl, predict the reaction product. The product is: [Cl:17][C:15]1[CH:14]=[CH:13][C:12]([OH:18])=[C:11]([CH:16]=1)[C:10]([NH:9][C:3]1[CH:4]=[C:5]([C:32]#[N:31])[CH:6]=[CH:7][C:2]=1[Cl:1])=[O:19].